This data is from Full USPTO retrosynthesis dataset with 1.9M reactions from patents (1976-2016). The task is: Predict the reactants needed to synthesize the given product. (1) Given the product [C:26]([C:8]1[CH:9]=[C:10]([C:13]([O:15][CH2:16][CH3:17])=[O:14])[CH:11]=[C:12]2[C:7]=1[CH:6]=[CH:5][N:4]2[CH:1]1[CH2:3][CH2:2]1)#[N:27], predict the reactants needed to synthesize it. The reactants are: [CH:1]1([N:4]2[C:12]3[C:7](=[C:8](OS(C(F)(F)F)(=O)=O)[CH:9]=[C:10]([C:13]([O:15][CH2:16][CH3:17])=[O:14])[CH:11]=3)[CH:6]=[CH:5]2)[CH2:3][CH2:2]1.[CH3:26][N:27](C=O)C. (2) Given the product [Cl:1][C:2]1[CH:21]=[C:20]([Cl:22])[CH:19]=[CH:18][C:3]=1[CH2:4][CH:5]1[CH2:9][CH2:8][N:7]([C@H:10]2[CH2:11][CH2:12][C@H:13]([OH:16])[CH2:14][CH2:15]2)[C:6]1=[O:17], predict the reactants needed to synthesize it. The reactants are: [Cl:1][C:2]1[CH:21]=[C:20]([Cl:22])[CH:19]=[CH:18][C:3]=1[CH2:4][CH:5]1[CH2:9][CH2:8][N:7]([CH:10]2[CH2:15][CH2:14][C:13](=[O:16])[CH2:12][CH2:11]2)[C:6]1=[O:17].[BH4-].[Na+]. (3) Given the product [N:13]1([C:10]2[CH:11]=[CH:12][C:7]([C:5]3[O:6][N:2]=[CH:3][CH:4]=3)=[CH:8][CH:9]=2)[CH:17]=[CH:16][N:15]=[CH:14]1, predict the reactants needed to synthesize it. The reactants are: C[N:2](C)[CH:3]=[CH:4][C:5]([C:7]1[CH:12]=[CH:11][C:10]([N:13]2[CH:17]=[CH:16][N:15]=[CH:14]2)=[CH:9][CH:8]=1)=[O:6].NOS(O)(=O)=O.C([O-])(O)=O.[Na+]. (4) Given the product [CH2:1]([O:8][C:9](=[O:10])[NH:11][CH2:12][CH2:13][CH2:14][C@H:15]([NH:20][C:21]([O:23][C:24]([CH3:27])([CH3:26])[CH3:25])=[O:22])[CH2:16][C:17]([NH:40][CH2:39][C@@H:38]([NH:41][C:42]([O:44][C:45]([CH3:48])([CH3:47])[CH3:46])=[O:43])[CH2:37][CH2:36][CH2:35][NH:34][C:33]([O:32][C:28]([CH3:30])([CH3:31])[CH3:29])=[O:49])=[O:19])[C:2]1[CH:3]=[CH:4][CH:5]=[CH:6][CH:7]=1, predict the reactants needed to synthesize it. The reactants are: [CH2:1]([O:8][C:9]([NH:11][CH2:12][CH2:13][CH2:14][C@H:15]([NH:20][C:21]([O:23][C:24]([CH3:27])([CH3:26])[CH3:25])=[O:22])[CH2:16][C:17]([OH:19])=O)=[O:10])[C:2]1[CH:7]=[CH:6][CH:5]=[CH:4][CH:3]=1.[C:28]([O:32][C:33](=[O:49])[NH:34][CH2:35][CH2:36][CH2:37][C@H:38]([NH:41][C:42]([O:44][C:45]([CH3:48])([CH3:47])[CH3:46])=[O:43])[CH2:39][NH2:40])([CH3:31])([CH3:30])[CH3:29].C(Cl)CCl.C1C=CC2N(O)N=NC=2C=1.